Dataset: Reaction yield outcomes from USPTO patents with 853,638 reactions. Task: Predict the reaction yield, written as a fraction of the theoretical maximum amount of product (1.0 means a 100% yield; for example, 0.34 means a 34% yield). The catalyst is O.C(O)(=O)C. The yield is 0.870. The product is [CH:1]1([S:4]([C:7]2[CH:8]=[CH:9][C:10]([CH2:11][NH:12][C:13]([C:15]3[C:20](=[O:21])[N:19]([C:22]4[CH:27]=[CH:26][CH:25]=[C:24]([C:28]([F:29])([F:30])[F:31])[CH:23]=4)[C:18]([CH3:32])=[C:17]([CH2:33][CH2:34][C:35]([OH:37])=[O:36])[CH:16]=3)=[O:14])=[CH:40][CH:41]=2)(=[O:5])=[O:6])[CH2:2][CH2:3]1. The reactants are [CH:1]1([S:4]([C:7]2[CH:41]=[CH:40][C:10]([CH2:11][NH:12][C:13]([C:15]3[C:20](=[O:21])[N:19]([C:22]4[CH:27]=[CH:26][CH:25]=[C:24]([C:28]([F:31])([F:30])[F:29])[CH:23]=4)[C:18]([CH3:32])=[C:17]([CH2:33][CH2:34][C:35]([O:37]CC)=[O:36])[CH:16]=3)=[O:14])=[CH:9][CH:8]=2)(=[O:6])=[O:5])[CH2:3][CH2:2]1.CO.C1COCC1.[OH-].[Na+].